From a dataset of Full USPTO retrosynthesis dataset with 1.9M reactions from patents (1976-2016). Predict the reactants needed to synthesize the given product. (1) The reactants are: [N+:1]([C:4]1[CH:5]=[CH:6][C:7]([NH:12][C:13]2[CH:18]=[CH:17][C:16]([O:19][C:20]3[CH:25]=[CH:24][CH:23]=[CH:22][CH:21]=3)=[CH:15][CH:14]=2)=[C:8]([CH:11]=1)[C:9]#[N:10])([O-:3])=[O:2].C([O-])([O-])=O.[K+].[K+].Br[CH2:33][C:34]#[N:35].O. Given the product [NH2:10][C:9]1[C:8]2[C:7](=[CH:6][CH:5]=[C:4]([N+:1]([O-:3])=[O:2])[CH:11]=2)[N:12]([C:13]2[CH:18]=[CH:17][C:16]([O:19][C:20]3[CH:21]=[CH:22][CH:23]=[CH:24][CH:25]=3)=[CH:15][CH:14]=2)[C:33]=1[C:34]#[N:35], predict the reactants needed to synthesize it. (2) Given the product [C:1]([C:5]1[CH:10]=[CH:9][C:8]([S:11]([NH:14][C:15]2[CH:19]=[CH:18][S:17][C:16]=2[C:20]([OH:22])=[O:21])(=[O:13])=[O:12])=[C:7]([CH2:24][CH2:25][C:26]2[CH:27]=[CH:28][CH:29]=[CH:30][CH:31]=2)[CH:6]=1)([CH3:4])([CH3:2])[CH3:3], predict the reactants needed to synthesize it. The reactants are: [C:1]([C:5]1[CH:10]=[CH:9][C:8]([S:11]([NH:14][C:15]2[CH:19]=[CH:18][S:17][C:16]=2[C:20]([O:22]C)=[O:21])(=[O:13])=[O:12])=[C:7]([CH2:24][CH2:25][C:26]2[CH:31]=[CH:30][CH:29]=[CH:28][CH:27]=2)[CH:6]=1)([CH3:4])([CH3:3])[CH3:2].[OH-].[Na+]. (3) Given the product [CH3:1][O:2][C:3]1[CH:10]=[CH:9][C:6]([CH2:7][N:8]2[C@@H:13]3[CH2:12][CH2:19][C@@:23]2([C:28]2[CH:33]=[CH:32][C:31]([C:34]([F:37])([F:36])[F:35])=[CH:30][CH:29]=2)[CH2:24][C:25](=[O:39])[CH2:26]3)=[CH:5][CH:4]=1, predict the reactants needed to synthesize it. The reactants are: [CH3:1][O:2][C:3]1[CH:10]=[CH:9][C:6]([CH2:7][NH2:8])=[CH:5][CH:4]=1.Cl.[CH2:12]([C:19](O)=O)[C:13](CC(O)=O)=O.O=[C:23]([C:28]1[CH:33]=[CH:32][C:31]([C:34]([F:37])([F:36])[F:35])=[CH:30][CH:29]=1)[CH2:24][CH2:25][CH:26]=O.C([O-])(O)=[O:39].[Na+].[OH-].[Na+]. (4) Given the product [Cl:20][C:21]1[N:22]=[C:23]([C:28]([NH:1][C@H:2]2[CH2:7][CH2:6][N:5]([C:8]3[S:12][C:11]([C:13]([O:15][CH3:16])=[O:14])=[C:10]([CH3:17])[CH:9]=3)[CH2:4][C@H:3]2[O:18][CH3:19])=[O:29])[NH:24][C:25]=1[CH2:26][CH3:27], predict the reactants needed to synthesize it. The reactants are: [NH2:1][C@H:2]1[CH2:7][CH2:6][N:5]([C:8]2[S:12][C:11]([C:13]([O:15][CH3:16])=[O:14])=[C:10]([CH3:17])[CH:9]=2)[CH2:4][C@H:3]1[O:18][CH3:19].[Cl:20][C:21]1[N:22]=[C:23]([C:28](O)=[O:29])[NH:24][C:25]=1[CH2:26][CH3:27].CCN=C=NCCCN(C)C.Cl.ON1C2C=CC=CC=2N=N1.CN1CCOCC1. (5) Given the product [OH:22][CH:21]1[CH:16]2[CH2:24][CH2:23][CH:19]([CH2:18][N:17]2[C:9]([O:11][C:12]([CH3:13])([CH3:14])[CH3:15])=[O:10])[CH2:20]1, predict the reactants needed to synthesize it. The reactants are: [CH3:13][C:12]([O:11][C:9](O[C:9]([O:11][C:12]([CH3:15])([CH3:14])[CH3:13])=[O:10])=[O:10])([CH3:15])[CH3:14].[CH:16]12[CH2:24][CH2:23][CH:19]([CH2:20][CH:21]1[OH:22])[CH2:18][NH:17]2. (6) Given the product [Cl:11][C:12]1[C:13]([N:18]2[C:22]([C:23]([O:25][CH3:26])=[O:24])=[CH:21][C:20]([O:28][C:3]([F:5])([F:4])[CH:2]([F:1])[O:6][C:7]([F:10])([F:9])[F:8])=[N:19]2)=[N:14][CH:15]=[CH:16][CH:17]=1, predict the reactants needed to synthesize it. The reactants are: [F:1][C:2]([O:6][C:7]([F:10])([F:9])[F:8])=[C:3]([F:5])[F:4].[Cl:11][C:12]1[C:13]([N:18]2[C:22]([C:23]([O:25][CH2:26]C)=[O:24])=[CH:21][C:20]([OH:28])=[N:19]2)=[N:14][CH:15]=[CH:16][CH:17]=1.[OH-].[K+].CO.